This data is from Peptide-MHC class I binding affinity with 185,985 pairs from IEDB/IMGT. The task is: Regression. Given a peptide amino acid sequence and an MHC pseudo amino acid sequence, predict their binding affinity value. This is MHC class I binding data. (1) The peptide sequence is REVFDYLLP. The MHC is HLA-A02:06 with pseudo-sequence HLA-A02:06. The binding affinity (normalized) is 0.0847. (2) The peptide sequence is YLVAKQATV. The MHC is HLA-A02:05 with pseudo-sequence HLA-A02:05. The binding affinity (normalized) is 0.729. (3) The peptide sequence is AEILPDTTY. The MHC is HLA-B44:03 with pseudo-sequence HLA-B44:03. The binding affinity (normalized) is 0.574. (4) The peptide sequence is RISGVDRYY. The MHC is HLA-B40:01 with pseudo-sequence HLA-B40:01. The binding affinity (normalized) is 0.279. (5) The peptide sequence is VSDFRKEFY. The MHC is HLA-A02:11 with pseudo-sequence HLA-A02:11. The binding affinity (normalized) is 0.0847.